Predict the reaction yield, written as a fraction of the theoretical maximum amount of product (1.0 means a 100% yield; for example, 0.34 means a 34% yield). From a dataset of Reaction yield outcomes from USPTO patents with 853,638 reactions. (1) The reactants are [Br:1][C:2]1[CH:7]=[C:6]([C:8]([CH3:11])([CH3:10])[CH3:9])[CH:5]=[CH:4][C:3]=1[NH2:12].[N+:13]([O-])([O-:15])=[O:14].[K+]. The catalyst is OS(O)(=O)=O. The product is [Br:1][C:2]1[CH:7]=[C:6]([C:8]([CH3:9])([CH3:11])[CH3:10])[C:5]([N+:13]([O-:15])=[O:14])=[CH:4][C:3]=1[NH2:12]. The yield is 0.780. (2) The reactants are [Cl:1][C:2]1[CH:3]=[C:4]([CH:7]=[C:8](Cl)[CH:9]=1)[C:5]#[N:6].[CH3:11][O-:12].[Na+].Cl. The catalyst is CN(C=O)C. The product is [Cl:1][C:2]1[CH:3]=[C:4]([CH:7]=[C:8]([O:12][CH3:11])[CH:9]=1)[C:5]#[N:6]. The yield is 0.720. (3) The reactants are [F:1][CH:2]1[CH:7]([C:8]2[CH:13]=[CH:12][N:11]=[CH:10][C:9]=2[N+:14]([O-:16])=[O:15])[O:6][CH:5]([CH3:17])[C:4]([OH:19])([CH3:18])[C:3]1=[O:20].[BH4-].[Na+].O. The catalyst is CO. The product is [F:1][CH:2]1[CH:7]([C:8]2[CH:13]=[CH:12][N:11]=[CH:10][C:9]=2[N+:14]([O-:16])=[O:15])[O:6][CH:5]([CH3:17])[C:4]([CH3:18])([OH:19])[CH:3]1[OH:20]. The yield is 0.360. (4) The reactants are [Cl:1][C:2]1[CH:14]=[CH:13][C:5]2[N:6]([CH2:9][CH2:10][CH2:11][OH:12])[CH:7]=[N:8][C:4]=2[CH:3]=1.C(N(CC)CC)C.[CH3:22][S:23](Cl)(=[O:25])=[O:24]. The catalyst is C(Cl)Cl. The product is [Cl:1][C:2]1[CH:14]=[CH:13][C:5]2[N:6]([CH2:9][CH2:10][CH2:11][O:12][S:23]([CH3:22])(=[O:25])=[O:24])[CH:7]=[N:8][C:4]=2[CH:3]=1. The yield is 0.900.